From a dataset of Forward reaction prediction with 1.9M reactions from USPTO patents (1976-2016). Predict the product of the given reaction. (1) Given the reactants [C:1]([O:5][C:6]([NH:8][CH2:9][CH2:10][CH2:11][N:12]1[C:16]2[CH:17]=[CH:18][C:19](C(O)=O)=[CH:20][C:15]=2[NH:14][CH:13]1[C:24]([O:29][CH3:30])([O:27][CH3:28])[O:25][CH3:26])=[O:7])([CH3:4])([CH3:3])[CH3:2].C1CN([P+](O[N:48]2N=[N:55][C:50]3[CH:51]=[CH:52][CH:53]=C[C:49]2=3)(N2CCCC2)N2CCCC2)CC1.F[P-](F)(F)(F)(F)F.NC1C=NC=CC=1.C(N(CC)CC)C.CN([CH:81]=[O:82])C, predict the reaction product. The product is: [N:48]1[CH:53]=[CH:52][CH:51]=[C:50]([NH:55][C:81]([C:18]2[CH:19]=[CH:20][C:15]3[N:14]=[C:13]([C:24]([O:27][CH3:28])([O:25][CH3:26])[O:29][CH3:30])[N:12]([CH2:11][CH2:10][CH2:9][NH:8][C:6](=[O:7])[O:5][C:1]([CH3:4])([CH3:3])[CH3:2])[C:16]=3[CH:17]=2)=[O:82])[CH:49]=1. (2) Given the reactants [O:1]1[C:5]2[CH:6]=[CH:7][CH:8]=[CH:9][C:4]=2[CH:3]=[C:2]1[C:10]1[N:14]2[N:15]=[C:16](Cl)[CH:17]=[CH:18][C:13]2=[N:12][CH:11]=1.Cl.[NH:21]1[CH2:25][CH2:24][C@H:23]([CH2:26][OH:27])[CH2:22]1.C(=O)([O-])O.[Na+], predict the reaction product. The product is: [O:1]1[C:5]2[CH:6]=[CH:7][CH:8]=[CH:9][C:4]=2[CH:3]=[C:2]1[C:10]1[N:14]2[N:15]=[C:16]([N:21]3[CH2:25][CH2:24][C@H:23]([CH2:26][OH:27])[CH2:22]3)[CH:17]=[CH:18][C:13]2=[N:12][CH:11]=1. (3) Given the reactants C(=O)([O-])[O-].[Na+].[Na+].[CH:7]1[C:19]2[CH:18]([CH2:20][O:21][C:22](Cl)=[O:23])[C:17]3[C:12](=[CH:13][CH:14]=[CH:15][CH:16]=3)[C:11]=2[CH:10]=[CH:9][CH:8]=1.[Cl:25][C@H:26]1[CH2:30][NH:29][C@@H:28]2[C@@H:31]([OH:34])[CH2:32][O:33][C@H:27]12, predict the reaction product. The product is: [Cl:25][C@H:26]1[CH2:30][N:29]([C:22]([O:21][CH2:20][CH:18]2[C:19]3[CH:7]=[CH:8][CH:9]=[CH:10][C:11]=3[C:16]3[C:17]2=[CH:12][CH:13]=[CH:14][CH:15]=3)=[O:23])[C@@H:28]2[C@@H:31]([OH:34])[CH2:32][O:33][C@H:27]12. (4) Given the reactants C([O:5][C:6](=[O:37])[CH2:7][N:8]1[CH2:16][CH2:15][N:14]([CH2:17][CH2:18][CH2:19][C:20]2[CH:25]=[CH:24][C:23]([N+:26]([O-:28])=[O:27])=[CH:22][CH:21]=2)[CH2:13][CH2:12][N:11]([CH2:29][C:30]([O:32]C(C)(C)C)=[O:31])[CH2:10][CH2:9]1)(C)(C)C.Cl.C(OCC)C, predict the reaction product. The product is: [C:30]([CH2:29][N:11]1[CH2:12][CH2:13][N:14]([CH2:17][CH2:18][CH2:19][C:20]2[CH:25]=[CH:24][C:23]([N+:26]([O-:28])=[O:27])=[CH:22][CH:21]=2)[CH2:15][CH2:16][N:8]([CH2:7][C:6]([OH:37])=[O:5])[CH2:9][CH2:10]1)([OH:32])=[O:31]. (5) Given the reactants [NH:1]([CH2:5][CH2:6][OH:7])[CH2:2][CH2:3][OH:4].O[S:9]([OH:12])(=[O:11])=[O:10], predict the reaction product. The product is: [S:9]([O:4][CH2:3][CH2:2][NH:1][CH2:5][CH2:6][O:7][S:9](=[O:11])(=[O:10])[OH:12])([OH:12])(=[O:11])=[O:10]. (6) The product is: [CH2:7]([CH2:6][C@@H:5]([SH:4])[CH2:1][CH2:2][SH:3])[CH2:8][CH2:9][C:10]([OH:12])=[O:11].[CH2:7]([CH2:6][CH:5]([SH:4])[CH2:1][CH2:2][SH:3])[CH2:8][CH2:9][C:10]([OH:12])=[O:11]. Given the reactants [CH2:1]1[C@@H:5]([CH2:6][CH2:7][CH2:8][CH2:9][C:10]([OH:12])=[O:11])[S:4][S:3][CH2:2]1.[BH4-].[Na+], predict the reaction product.